The task is: Predict the reactants needed to synthesize the given product.. This data is from Full USPTO retrosynthesis dataset with 1.9M reactions from patents (1976-2016). (1) Given the product [Br:14][C:15]1[CH:16]=[C:17]([C:18]([C:2]2[CH:7]=[CH:6][C:5]([CH3:8])=[CH:4][CH:3]=2)=[O:19])[CH:23]=[CH:24][CH:25]=1, predict the reactants needed to synthesize it. The reactants are: Br[C:2]1[CH:7]=[CH:6][C:5]([CH3:8])=[CH:4][CH:3]=1.[Li]C(C)(C)C.[Br:14][C:15]1[CH:16]=[C:17]([CH:23]=[CH:24][CH:25]=1)[C:18](N(C)C)=[O:19].O. (2) Given the product [CH2:71]([O:70][CH:69]([O:73][CH2:74][CH3:75])[CH2:68][CH2:67][NH:66][C:15]([C:13]1[S:14][C:7]2[C:8](=[N:9][CH:10]=[CH:11][C:6]=2[O:5][C:4]2[CH:18]=[CH:19][C:20]([NH:21][C:22]([NH:24][C:25]3[CH:30]=[C:29]([CH3:31])[CH:28]=[CH:27][C:26]=3[F:32])=[O:23])=[C:2]([F:1])[CH:3]=2)[CH:12]=1)=[O:17])[CH3:72], predict the reactants needed to synthesize it. The reactants are: [F:1][C:2]1[CH:3]=[C:4]([CH:18]=[CH:19][C:20]=1[NH:21][C:22]([NH:24][C:25]1[CH:30]=[C:29]([CH3:31])[CH:28]=[CH:27][C:26]=1[F:32])=[O:23])[O:5][C:6]1[CH:11]=[CH:10][N:9]=[C:8]2[CH:12]=[C:13]([C:15]([OH:17])=O)[S:14][C:7]=12.CN(C(ON1N=NC2C=CC=NC1=2)=[N+](C)C)C.F[P-](F)(F)(F)(F)F.C(N(CC)C(C)C)(C)C.[NH2:66][CH2:67][CH2:68][CH:69]([O:73][CH2:74][CH3:75])[O:70][CH2:71][CH3:72]. (3) Given the product [Cl:7][C:8]1[CH:9]=[C:10]([C@@H:14]2[C@:20]([C:26]3[CH:31]=[CH:30][C:29]([Cl:32])=[CH:28][CH:27]=3)([CH3:21])[N:22]([CH:23]([CH3:24])[CH3:25])[C:17](=[O:19])[CH2:16][CH2:15]2)[CH:11]=[CH:12][CH:13]=1, predict the reactants needed to synthesize it. The reactants are: C(Cl)(=O)C(Cl)=O.[Cl:7][C:8]1[CH:9]=[C:10]([C@H:14]([C@@:20]([C:26]2[CH:31]=[CH:30][C:29]([Cl:32])=[CH:28][CH:27]=2)([NH:22][CH:23]([CH3:25])[CH3:24])[CH3:21])[CH2:15][CH2:16][C:17]([OH:19])=O)[CH:11]=[CH:12][CH:13]=1.CN(C=O)C. (4) The reactants are: [Cl:1][C:2]1[CH:7]=[CH:6][C:5]([C:8]2([CH2:37][OH:38])[CH2:13][CH2:12][N:11]([C:14]3[C:15]4[N:16]([N:20]=[C:21]([NH:23][C:24]5[CH:25]=[N:26][N:27](COCC[Si](C)(C)C)[CH:28]=5)[N:22]=4)[CH:17]=[CH:18][CH:19]=3)[CH2:10][CH2:9]2)=[CH:4][CH:3]=1.Cl. Given the product [Cl:1][C:2]1[CH:7]=[CH:6][C:5]([C:8]2([CH2:37][OH:38])[CH2:9][CH2:10][N:11]([C:14]3[C:15]4[N:16]([N:20]=[C:21]([NH:23][C:24]5[CH:25]=[N:26][NH:27][CH:28]=5)[N:22]=4)[CH:17]=[CH:18][CH:19]=3)[CH2:12][CH2:13]2)=[CH:4][CH:3]=1, predict the reactants needed to synthesize it. (5) Given the product [CH3:13][C:10]1([CH3:14])[N:9]([C:15]([O:17][C:18]([CH3:21])([CH3:20])[CH3:19])=[O:16])[C:8]([CH3:22])([C:6]2[S:32][C:1]([CH3:2])=[N:4][N:5]=2)[CH2:12][O:11]1, predict the reactants needed to synthesize it. The reactants are: [C:1]([NH:4][NH:5][C:6]([C:8]1([CH3:22])[CH2:12][O:11][C:10]([CH3:14])([CH3:13])[N:9]1[C:15]([O:17][C:18]([CH3:21])([CH3:20])[CH3:19])=[O:16])=O)(=O)[CH3:2].COC1C=CC(P2(=S)SP(=S)(C3C=CC(OC)=CC=3)[S:32]2)=CC=1.